Dataset: Reaction yield outcomes from USPTO patents with 853,638 reactions. Task: Predict the reaction yield, written as a fraction of the theoretical maximum amount of product (1.0 means a 100% yield; for example, 0.34 means a 34% yield). (1) The reactants are C(O[C:4]([C:6]1[CH:7]=[C:8]2[C:12](=[CH:13][CH:14]=1)[NH:11][N:10]=[C:9]2[C:15]1[CH:24]=[CH:23][C:22]2[C:17](=[CH:18][CH:19]=[CH:20][CH:21]=2)[CH:16]=1)=[NH:5])C.[N:25]1([CH2:30][C:31]([NH:33][NH2:34])=O)[CH2:29][CH2:28][CH2:27][CH2:26]1.C[O-].[Na+]. No catalyst specified. The product is [CH:16]1[C:17]2[C:22](=[CH:21][CH:20]=[CH:19][CH:18]=2)[CH:23]=[CH:24][C:15]=1[C:9]1[C:8]2[C:12](=[CH:13][CH:14]=[C:6]([C:4]3[N:5]=[C:31]([CH2:30][N:25]4[CH2:29][CH2:28][CH2:27][CH2:26]4)[NH:33][N:34]=3)[CH:7]=2)[NH:11][N:10]=1. The yield is 0.0800. (2) The reactants are Cl[C:2]1[N:7]=[C:6]([NH:8][C:9]2[CH:14]=[CH:13][CH:12]=[C:11]([C:15]#[N:16])[CH:10]=2)[C:5]([F:17])=[CH:4][N:3]=1.[NH2:18][C:19]1[CH:20]=[C:21]([OH:25])[CH:22]=[CH:23][CH:24]=1. No catalyst specified. The product is [C:15]([C:11]1[CH:10]=[C:9]([NH:8][C:6]2[C:5]([F:17])=[CH:4][N:3]=[C:2]([NH:18][C:19]3[CH:24]=[CH:23][CH:22]=[C:21]([OH:25])[CH:20]=3)[N:7]=2)[CH:14]=[CH:13][CH:12]=1)#[N:16]. The yield is 0.620. (3) The reactants are [CH3:1][O:2][C:3]1[CH:4]=[C:5]2[C:9](=[CH:10][CH:11]=1)[C:8](=[O:12])[N:7]([CH:13]([CH:19]([CH3:21])[CH3:20])[C:14]([O:16]CC)=[O:15])[CH2:6]2.[OH-].[Na+]. The catalyst is C(O)C. The product is [CH3:1][O:2][C:3]1[CH:4]=[C:5]2[C:9](=[CH:10][CH:11]=1)[C:8](=[O:12])[N:7]([CH:13]([CH:19]([CH3:21])[CH3:20])[C:14]([OH:16])=[O:15])[CH2:6]2. The yield is 0.930. (4) No catalyst specified. The product is [Br:1][C:2]1[CH:3]=[C:4]([N:8]2[C:16]3[CH:15]=[C:14]([O:17][CH3:18])[N:13]=[CH:12][C:11]=3[C:10]([C:19]([NH2:23])=[O:21])=[N:9]2)[CH:5]=[CH:6][CH:7]=1. The reactants are [Br:1][C:2]1[CH:3]=[C:4]([N:8]2[C:16]3[CH:15]=[C:14]([O:17][CH3:18])[N:13]=[CH:12][C:11]=3[C:10]([C:19]([OH:21])=O)=[N:9]2)[CH:5]=[CH:6][CH:7]=1.[Cl-].[NH4+:23]. The yield is 0.960.